From a dataset of Reaction yield outcomes from USPTO patents with 853,638 reactions. Predict the reaction yield, written as a fraction of the theoretical maximum amount of product (1.0 means a 100% yield; for example, 0.34 means a 34% yield). (1) The reactants are [OH:1][C:2]1[C:9]([CH3:10])=[C:8]([O:11][CH2:12][CH2:13][CH3:14])[CH:7]=[CH:6][C:3]=1[CH:4]=[O:5].[C:15]([O-])([O-])=O.[K+].[K+].CI. The catalyst is CN(C=O)C.O. The product is [CH3:15][O:1][C:2]1[C:9]([CH3:10])=[C:8]([O:11][CH2:12][CH2:13][CH3:14])[CH:7]=[CH:6][C:3]=1[CH:4]=[O:5]. The yield is 0.770. (2) The catalyst is CO. The yield is 0.120. The product is [ClH:1].[Cl:1][C:2]1[N:3]([S:16]([C:19]2[CH:24]=[CH:23][CH:22]=[CH:21][CH:20]=2)(=[O:18])=[O:17])[C:4]([C:10]2[CH:15]=[CH:14][CH:13]=[CH:12][CH:11]=2)=[C:5]([F:9])[C:6]=1[CH2:7][NH:28][CH3:27]. The reactants are [Cl:1][C:2]1[N:3]([S:16]([C:19]2[CH:24]=[CH:23][CH:22]=[CH:21][CH:20]=2)(=[O:18])=[O:17])[C:4]([C:10]2[CH:15]=[CH:14][CH:13]=[CH:12][CH:11]=2)=[C:5]([F:9])[C:6]=1[CH:7]=O.CO.[CH3:27][NH2:28].[BH4-].[Na+].Cl.C(=O)([O-])O.[Na+]. (3) The reactants are C(O)(=[O:3])C.C([O-])(=O)C.[Na+].[Br:10][C:11]1[CH:12]=[C:13]([CH2:29][C:30]([OH:32])=[O:31])[CH:14]=[C:15]([Br:28])[C:16]=1[O:17][C:18]1[N:19]=[N:20][C:21](Cl)=[C:22]([CH:24]([CH3:26])[CH3:25])[CH:23]=1. The catalyst is C1(C)C=CC=CC=1. The product is [Br:10][C:11]1[CH:12]=[C:13]([CH2:29][C:30]([OH:32])=[O:31])[CH:14]=[C:15]([Br:28])[C:16]=1[O:17][C:18]1[CH:23]=[C:22]([CH:24]([CH3:26])[CH3:25])[C:21](=[O:3])[NH:20][N:19]=1. The yield is 0.730. (4) The reactants are [CH3:1][N:2]1[CH2:7][CH2:6][C:5]([C:9]#[C:10][C:11]2[CH:12]=[C:13]3[C:18](=[CH:19][CH:20]=2)[N:17]=[CH:16][N:15]=[C:14]3OC2C=CC=CC=2)([OH:8])[CH2:4][CH2:3]1.[NH2:28][C:29]1[CH:30]=[C:31]2[C:35](=[CH:36][CH:37]=1)[N:34]([CH2:38][C:39]1[CH:44]=[CH:43][CH:42]=[CH:41][CH:40]=1)[CH:33]=[CH:32]2.Cl.[NH+]1C=CC=CC=1.C1(O)C=CC=CC=1. The catalyst is CCOC(C)=O. The product is [CH2:38]([N:34]1[C:35]2[C:31](=[CH:30][C:29]([NH:28][C:14]3[C:13]4[C:18](=[CH:19][CH:20]=[C:11]([C:10]#[C:9][C:5]5([OH:8])[CH2:4][CH2:3][N:2]([CH3:1])[CH2:7][CH2:6]5)[CH:12]=4)[N:17]=[CH:16][N:15]=3)=[CH:37][CH:36]=2)[CH:32]=[CH:33]1)[C:39]1[CH:40]=[CH:41][CH:42]=[CH:43][CH:44]=1. The yield is 0.600. (5) The reactants are [CH2:1]([C@@H:8]1[CH2:12]O[C:10](=O)[N:9]1[C:14](=[O:36])[C@H:15]([CH2:19][C:20]1[C:25]([CH3:26])=[CH:24][C:23]([O:27][CH2:28][C:29]2[CH:34]=[CH:33][CH:32]=[CH:31][CH:30]=2)=[CH:22][C:21]=1[CH3:35])[CH2:16]C=O)[C:2]1[CH:7]=[CH:6]C=C[CH:3]=1.[N:37]1[NH:38]C=C2C=1CCC(N)C2.C(O[BH-](OC(=O)C)OC(=O)C)(=O)C.[Na+].C(N(CC)C(C)C)(C)C. The catalyst is ClC(Cl)C.C(#N)C. The product is [CH2:28]([O:27][C:23]1[CH:22]=[C:21]([CH3:35])[C:20]([CH2:19][C@@H:15]2[CH2:16][CH2:10][N:9]([CH:8]3[CH2:12][CH2:6][C:7]4[C:2](=[CH:3][NH:37][N:38]=4)[CH2:1]3)[C:14]2=[O:36])=[C:25]([CH3:26])[CH:24]=1)[C:29]1[CH:34]=[CH:33][CH:32]=[CH:31][CH:30]=1. The yield is 0.620.